This data is from Catalyst prediction with 721,799 reactions and 888 catalyst types from USPTO. The task is: Predict which catalyst facilitates the given reaction. (1) Reactant: [N+:1]([C:4]1[CH:9]=[CH:8][C:7]([NH:10][C:11](=[O:17])[CH2:12][CH2:13][C:14]([OH:16])=O)=[CH:6][C:5]=1[C:18]([F:21])([F:20])[F:19])([O-:3])=[O:2].CC([O-])=O.[Na+]. Product: [N+:1]([C:4]1[CH:9]=[CH:8][C:7]([N:10]2[C:11](=[O:17])[CH2:12][CH2:13][C:14]2=[O:16])=[CH:6][C:5]=1[C:18]([F:21])([F:20])[F:19])([O-:3])=[O:2]. The catalyst class is: 152. (2) The catalyst class is: 1. Reactant: [OH-].[Na+:2].[F:3][C:4]1[CH:9]=[C:8]([O:10][CH2:11][C:12]2[CH:21]=[C:20]3[C:15]([CH2:16][CH2:17][CH2:18][N:19]3[CH2:22][CH2:23][C:24]3[CH:29]=[CH:28][CH:27]=[CH:26][CH:25]=3)=[CH:14][CH:13]=2)[CH:7]=[CH:6][C:5]=1[CH2:30][CH2:31][C:32]([O:34]CC)=[O:33].CO.C(O)(=O)CC(CC(O)=O)(C(O)=O)O. Product: [F:3][C:4]1[CH:9]=[C:8]([O:10][CH2:11][C:12]2[CH:21]=[C:20]3[C:15]([CH2:16][CH2:17][CH2:18][N:19]3[CH2:22][CH2:23][C:24]3[CH:25]=[CH:26][CH:27]=[CH:28][CH:29]=3)=[CH:14][CH:13]=2)[CH:7]=[CH:6][C:5]=1[CH2:30][CH2:31][C:32]([O-:34])=[O:33].[Na+:2]. (3) Reactant: [Cl:1][C:2]1[N:7]=[C:6]([NH:8]CC2C=CC(OC)=CC=2)[C:5]([C:18]([O:20][CH3:21])=[O:19])=[CH:4][CH:3]=1.C1(OC)C=CC=CC=1. Product: [NH2:8][C:6]1[C:5]([C:18]([O:20][CH3:21])=[O:19])=[CH:4][CH:3]=[C:2]([Cl:1])[N:7]=1. The catalyst class is: 55.